Dataset: Forward reaction prediction with 1.9M reactions from USPTO patents (1976-2016). Task: Predict the product of the given reaction. (1) Given the reactants [CH3:1][C:2]1[CH:10]=[C:9](C(O)=O)[C:8]([CH3:14])=[CH:7][C:3]=1[C:4]([OH:6])=[O:5].[CH3:15][OH:16].[CH3:17][Si](C=[N+]=[N-])(C)C.C[CH2:25][O:26]CC, predict the reaction product. The product is: [CH3:14][C:8]1[CH:7]=[C:3]([C:4]([O:6][CH3:17])=[O:5])[C:2]([CH3:1])=[CH:10][C:9]=1[C:15]([O:26][CH3:25])=[O:16]. (2) Given the reactants [F:1][C:2]1[CH:3]=[C:4]([N:9]2[CH:14]=[CH:13][C:12](=[O:15])[C:11]([CH2:16][C:17]3[CH:22]=[CH:21][CH:20]=[C:19]([C:23]4[N:28]=[CH:27][C:26]([O:29][CH2:30][C:31]([OH:34])([CH3:33])[CH3:32])=[CH:25][N:24]=4)[CH:18]=3)=[N:10]2)[CH:5]=[CH:6][C:7]=1[F:8].I[CH3:36].[H-].[Na+].[C:39]([O-:42])(O)=O.[Na+], predict the reaction product. The product is: [F:1][C:2]1[CH:3]=[C:4]([N:9]2[CH:14]=[CH:13][C:12](=[O:15])[C:11]([CH:16]([C:17]3[CH:22]=[CH:21][CH:20]=[C:19]([C:23]4[N:28]=[CH:27][C:26]([O:29][CH2:30][C:31]([OH:34])([CH3:32])[CH3:33])=[CH:25][N:24]=4)[CH:18]=3)[CH3:39])=[N:10]2)[CH:5]=[CH:6][C:7]=1[F:8].[F:1][C:2]1[CH:3]=[C:4]([N:9]2[CH:14]=[CH:13][C:12](=[O:15])[C:11]([CH:16]([C:17]3[CH:22]=[CH:21][CH:20]=[C:19]([C:23]4[N:24]=[CH:25][C:26]([O:29][CH2:30][C:31]([O:42][CH3:39])([CH3:33])[CH3:32])=[CH:27][N:28]=4)[CH:18]=3)[CH3:36])=[N:10]2)[CH:5]=[CH:6][C:7]=1[F:8]. (3) Given the reactants [C:1]([C:4]1[CH:9]=[CH:8][N:7]=[C:6]([O:10][C:11]2[CH:12]=[C:13]([CH3:27])[C:14]3[CH:18]([CH2:19][C:20]([O:22]CC)=[O:21])[O:17][B:16]([OH:25])[C:15]=3[CH:26]=2)[CH:5]=1)(=[NH:3])[NH2:2], predict the reaction product. The product is: [C:1]([C:4]1[CH:9]=[CH:8][N:7]=[C:6]([O:10][C:11]2[CH:12]=[C:13]([CH3:27])[C:14]3[CH:18]([CH2:19][C:20]([OH:22])=[O:21])[O:17][B:16]([OH:25])[C:15]=3[CH:26]=2)[CH:5]=1)(=[NH:2])[NH2:3]. (4) Given the reactants C(Cl)Cl.ClCCl.[CH3:7][C:8]([OH:10])=[O:9].[C:11](O)(=O)[CH3:12].[CH3:15][CH2:16][OH:17].[CH2:18]([OH:20])[CH3:19].CS(C)=O.CS(C)=O, predict the reaction product. The product is: [CH3:11][CH2:12][O:9][C:8]([CH3:7])=[O:10].[C:16]([O:20][CH2:18][CH3:19])(=[O:17])[CH3:15]. (5) Given the reactants [F:1][C:2]1[CH:3]=[CH:4][C:5]([OH:17])=[N:6][C:7]=1[NH:8][CH2:9][C:10]1[CH:15]=[CH:14][CH:13]=[C:12]([F:16])[CH:11]=1.C(N(CC)CC)C.[F:25][C:26]([F:39])([F:38])[S:27](O[S:27]([C:26]([F:39])([F:38])[F:25])(=[O:29])=[O:28])(=[O:29])=[O:28].C([O-])(O)=O.[Na+], predict the reaction product. The product is: [F:25][C:26]([F:39])([F:38])[S:27]([O:17][C:5]1[CH:4]=[CH:3][C:2]([F:1])=[C:7]([NH:8][CH2:9][C:10]2[CH:15]=[CH:14][CH:13]=[C:12]([F:16])[CH:11]=2)[N:6]=1)(=[O:29])=[O:28].